Task: Regression. Given a peptide amino acid sequence and an MHC pseudo amino acid sequence, predict their binding affinity value. This is MHC class I binding data.. Dataset: Peptide-MHC class I binding affinity with 185,985 pairs from IEDB/IMGT The peptide sequence is YNYSLTLEW. The MHC is HLA-B58:01 with pseudo-sequence HLA-B58:01. The binding affinity (normalized) is 0.534.